This data is from Forward reaction prediction with 1.9M reactions from USPTO patents (1976-2016). The task is: Predict the product of the given reaction. (1) Given the reactants [NH2:1][C:2]1[CH:10]=[CH:9][CH:8]=[C:7]([NH2:11])[C:3]=1[C:4]([NH2:6])=[O:5].[CH3:12]OC(OC)OC.S(=O)(=O)(O)O.N, predict the reaction product. The product is: [NH2:1][C:2]1[CH:10]=[CH:9][CH:8]=[C:7]2[C:3]=1[C:4](=[O:5])[NH:6][CH:12]=[N:11]2. (2) Given the reactants [CH2:1]([C@@H:3]1[NH:9][CH2:8][C:7]2[CH:10]=[CH:11][C:12]([C:14]([O:16][CH3:17])=[O:15])=[CH:13][C:6]=2[O:5][CH2:4]1)[CH3:2].C=O.[BH-](OC(C)=O)(OC(C)=O)O[C:22](C)=O.[Na+], predict the reaction product. The product is: [CH2:1]([C@@H:3]1[N:9]([CH3:22])[CH2:8][C:7]2[CH:10]=[CH:11][C:12]([C:14]([O:16][CH3:17])=[O:15])=[CH:13][C:6]=2[O:5][CH2:4]1)[CH3:2]. (3) Given the reactants C(OC(N[C@@H]1C(=O)N2C[C@H](OC3C=NC4C(=CC=CC=4)N=3)C[C@H]2C(=O)N[C@]2(C(OCC)=O)C[C@H]2CC(F)(F)CCCCC1)=O)(C)(C)C.[C:48]([O:52][C:53]([NH:55][C@@H:56]1[C:70](=[O:71])[N:69]2[CH2:72][C@H:73]([O:75][C:76]3[C:85]([CH3:86])=[N:84][C:83]4[C:78](=[CH:79][CH:80]=[CH:81][CH:82]=4)[N:77]=3)[CH2:74][C@H:68]2[C:67](=[O:87])[NH:66][C@:65]2([C:89]([O:91]CC)=[O:90])[CH2:88][C@H:64]2[CH2:63][C:62]([F:95])([F:94])[CH2:61][CH2:60][CH2:59][CH2:58][CH2:57]1)=[O:54])([CH3:51])([CH3:50])[CH3:49], predict the reaction product. The product is: [C:48]([O:52][C:53]([NH:55][C@@H:56]1[C:70](=[O:71])[N:69]2[CH2:72][C@H:73]([O:75][C:76]3[C:85]([CH3:86])=[N:84][C:83]4[C:78](=[CH:79][CH:80]=[CH:81][CH:82]=4)[N:77]=3)[CH2:74][C@H:68]2[C:67](=[O:87])[NH:66][C@:65]2([C:89]([OH:91])=[O:90])[CH2:88][C@H:64]2[CH2:63][C:62]([F:94])([F:95])[CH2:61][CH2:60][CH2:59][CH2:58][CH2:57]1)=[O:54])([CH3:51])([CH3:49])[CH3:50]. (4) Given the reactants [CH2:1]([C@H:8]1[CH2:13][CH2:12][N:11]([CH2:14][CH2:15][S:16]([C:19]2[CH:24]=[CH:23][C:22]([O:25][C:26](=[O:42])[C:27]3[CH:32]=[CH:31][C:30]([CH2:33][NH:34]C(OC(C)(C)C)=O)=[CH:29][CH:28]=3)=[CH:21][CH:20]=2)(=[O:18])=[O:17])[CH2:10][C@H:9]1[OH:43])[C:2]1[CH:7]=[CH:6][CH:5]=[CH:4][CH:3]=1, predict the reaction product. The product is: [CH2:1]([C@H:8]1[CH2:13][CH2:12][N:11]([CH2:14][CH2:15][S:16]([C:19]2[CH:24]=[CH:23][C:22]([O:25][C:26](=[O:42])[C:27]3[CH:28]=[CH:29][C:30]([CH2:33][NH2:34])=[CH:31][CH:32]=3)=[CH:21][CH:20]=2)(=[O:17])=[O:18])[CH2:10][C@H:9]1[OH:43])[C:2]1[CH:3]=[CH:4][CH:5]=[CH:6][CH:7]=1. (5) Given the reactants C(O[C:6]([N:8]1[CH2:13][CH2:12][CH:11]([CH2:14][O:15][C:16]2[CH:25]=[CH:24][CH:23]=[C:22]3[C:17]=2[C:18]([NH:26][C:27]2[CH:32]=[C:31]([O:33][CH3:34])[CH:30]=[CH:29][C:28]=2[Cl:35])=[N:19][CH:20]=[N:21]3)[CH2:10][CH2:9]1)=O)(C)(C)C.C=O, predict the reaction product. The product is: [Cl:35][C:28]1[CH:29]=[CH:30][C:31]([O:33][CH3:34])=[CH:32][C:27]=1[NH:26][C:18]1[C:17]2[C:22](=[CH:23][CH:24]=[CH:25][C:16]=2[O:15][CH2:14][CH:11]2[CH2:12][CH2:13][N:8]([CH3:6])[CH2:9][CH2:10]2)[N:21]=[CH:20][N:19]=1. (6) Given the reactants [NH2:1][C@H:2]([C@@H:23]1[O:27][C:26](=[O:28])[N:25]([C:29]2([C:32]3[CH:37]=[CH:36][CH:35]=[C:34]([CH:38]([CH3:40])[CH3:39])[CH:33]=3)[CH2:31][CH2:30]2)[CH2:24]1)[CH2:3][C:4]1[CH:9]=[CH:8][C:7]([NH:10][C:11]2[CH:16]=[C:15]([C:17]3[CH:22]=[CH:21][CH:20]=[CH:19][CH:18]=3)[N:14]=[CH:13][N:12]=2)=[CH:6][CH:5]=1.[CH3:41][O:42][CH2:43][C:44](O)=[O:45].CCN(CC)CC, predict the reaction product. The product is: [CH:38]([C:34]1[CH:33]=[C:32]([C:29]2([N:25]3[CH2:24][C@H:23]([C@@H:2]([NH:1][C:44](=[O:45])[CH2:43][O:42][CH3:41])[CH2:3][C:4]4[CH:5]=[CH:6][C:7]([NH:10][C:11]5[CH:16]=[C:15]([C:17]6[CH:18]=[CH:19][CH:20]=[CH:21][CH:22]=6)[N:14]=[CH:13][N:12]=5)=[CH:8][CH:9]=4)[O:27][C:26]3=[O:28])[CH2:31][CH2:30]2)[CH:37]=[CH:36][CH:35]=1)([CH3:40])[CH3:39].